Dataset: Catalyst prediction with 721,799 reactions and 888 catalyst types from USPTO. Task: Predict which catalyst facilitates the given reaction. Reactant: [Cl:1][CH2:2][C:3]1[N:4]=[C:5]([CH:8]([CH3:10])[CH3:9])[S:6][CH:7]=1.[C:11]1([P:17]([C:24]2[CH:29]=[CH:28][CH:27]=[CH:26][CH:25]=2)[C:18]2[CH:23]=[CH:22][CH:21]=[CH:20][CH:19]=2)[CH:16]=[CH:15][CH:14]=[CH:13][CH:12]=1. Product: [Cl-:1].[CH:8]([C:5]1[S:6][CH:7]=[C:3]([CH2:2][P+:17]([C:18]2[CH:19]=[CH:20][CH:21]=[CH:22][CH:23]=2)([C:24]2[CH:29]=[CH:28][CH:27]=[CH:26][CH:25]=2)[C:11]2[CH:12]=[CH:13][CH:14]=[CH:15][CH:16]=2)[N:4]=1)([CH3:10])[CH3:9]. The catalyst class is: 10.